From a dataset of Peptide-MHC class I binding affinity with 185,985 pairs from IEDB/IMGT. Regression. Given a peptide amino acid sequence and an MHC pseudo amino acid sequence, predict their binding affinity value. This is MHC class I binding data. The peptide sequence is HINSPFKVI. The MHC is HLA-A02:01 with pseudo-sequence HLA-A02:01. The binding affinity (normalized) is 0.